This data is from Full USPTO retrosynthesis dataset with 1.9M reactions from patents (1976-2016). The task is: Predict the reactants needed to synthesize the given product. Given the product [CH3:27][N:7]([C:2]1[CH:3]=[N:4][CH:5]=[CH:6][N:1]=1)[C:8]([NH:10][C:11]1[C:20]2[C:15](=[CH:16][CH:17]=[C:18]([C:21]([F:24])([F:22])[F:23])[CH:19]=2)[N:14]=[CH:13][CH:12]=1)=[O:9], predict the reactants needed to synthesize it. The reactants are: [N:1]1[CH:6]=[CH:5][N:4]=[CH:3][C:2]=1[NH:7][C:8]([NH:10][C:11]1[C:20]2[C:15](=[CH:16][CH:17]=[C:18]([C:21]([F:24])([F:23])[F:22])[CH:19]=2)[N:14]=[CH:13][CH:12]=1)=[O:9].[H-].[Na+].[CH3:27]I.